Dataset: Forward reaction prediction with 1.9M reactions from USPTO patents (1976-2016). Task: Predict the product of the given reaction. (1) Given the reactants [CH3:1][O:2][C:3](=[O:13])[C:4]1[CH:9]=[CH:8][C:7]([C:10](=O)[CH3:11])=[CH:6][CH:5]=1.Cl.[NH2:15][OH:16].C([O-])(=O)C.[Na+], predict the reaction product. The product is: [OH:16][N:15]=[C:10]([C:7]1[CH:8]=[CH:9][C:4]([C:3]([O:2][CH3:1])=[O:13])=[CH:5][CH:6]=1)[CH3:11]. (2) Given the reactants [C:1]1([CH3:7])[CH:6]=[CH:5][CH:4]=[CH:3][CH:2]=1.[CH2:8]1[C@@H:13]([CH2:14][OH:15])[NH:12][C:10](=[O:11])[CH2:9]1.C(=O)C1C=CC=CC=1, predict the reaction product. The product is: [C:1]1([C@@H:7]2[N:12]3[C:10](=[O:11])[CH2:9][CH2:8][C@H:13]3[CH2:14][O:15]2)[CH:6]=[CH:5][CH:4]=[CH:3][CH:2]=1. (3) Given the reactants [C:1]([OH:6])(=[O:5])[C:2]([CH3:4])=[CH2:3].O.C1(C)C=CC(S(O)(=O)=O)=CC=1.[CH2:19]=[C:20]1[CH:27]2[CH2:28][CH:23]3[CH2:24][CH:25]([CH2:29][CH:21]1[CH2:22]3)[CH2:26]2.[OH-].[Na+], predict the reaction product. The product is: [C:1]([O:6][C:20]1([CH3:19])[CH:21]2[CH2:29][CH:25]3[CH2:24][CH:23]([CH2:28][CH:27]1[CH2:26]3)[CH2:22]2)(=[O:5])[C:2]([CH3:4])=[CH2:3]. (4) Given the reactants [CH3:1][O:2][C:3]1[CH:12]=[C:11]2[C:6]([CH2:7][CH2:8][CH2:9][C:10]2=O)=[CH:5][CH:4]=1.[C:14](#[N:18])[CH2:15][C:16]#[N:17].C1(C)C=CC=CC=1.C([O-])(=O)C.[NH4+].C(O)(=O)C, predict the reaction product. The product is: [CH3:1][O:2][C:3]1[CH:12]=[C:11]2[C:6]([CH2:7][CH2:8][CH2:9][C:10]2=[C:15]([C:14]#[N:18])[C:16]#[N:17])=[CH:5][CH:4]=1.